This data is from Catalyst prediction with 721,799 reactions and 888 catalyst types from USPTO. The task is: Predict which catalyst facilitates the given reaction. (1) Reactant: C([O:3][C:4](=[O:40])[CH2:5][CH2:6][N:7]([CH:37]1[CH2:39][CH2:38]1)[CH2:8][C:9](=[O:36])[N:10]1[C:18]2[C:13](=[CH:14][C:15]([O:19][CH2:20][C:21]3[S:22][C:23]([C:32]([F:35])([F:34])[F:33])=[C:24]([C:26]4[CH:31]=[CH:30][CH:29]=[CH:28][CH:27]=4)[CH:25]=3)=[CH:16][CH:17]=2)[CH2:12][CH2:11]1)C.O.Cl.CO.C(Cl)(Cl)Cl. Product: [CH:37]1([N:7]([CH2:6][CH2:5][C:4]([OH:40])=[O:3])[CH2:8][C:9](=[O:36])[N:10]2[C:18]3[C:13](=[CH:14][C:15]([O:19][CH2:20][C:21]4[S:22][C:23]([C:32]([F:35])([F:34])[F:33])=[C:24]([C:26]5[CH:31]=[CH:30][CH:29]=[CH:28][CH:27]=5)[CH:25]=4)=[CH:16][CH:17]=3)[CH2:12][CH2:11]2)[CH2:39][CH2:38]1. The catalyst class is: 702. (2) Reactant: C[O:2][C:3]([C@H:5]1[CH2:8][C@H:7]([N:9]2[C:13]3[N:14]=[CH:15][N:16]=[C:17]([Cl:18])[C:12]=3[C:11]([I:19])=[CH:10]2)[CH2:6]1)=O.C(=O)=O.CC(C)=O.CC(C[AlH]CC(C)C)C. Product: [Cl:18][C:17]1[C:12]2[C:11]([I:19])=[CH:10][N:9]([C@H:7]3[CH2:6][C@H:5]([CH2:3][OH:2])[CH2:8]3)[C:13]=2[N:14]=[CH:15][N:16]=1. The catalyst class is: 2.